This data is from Reaction yield outcomes from USPTO patents with 853,638 reactions. The task is: Predict the reaction yield, written as a fraction of the theoretical maximum amount of product (1.0 means a 100% yield; for example, 0.34 means a 34% yield). The reactants are [N:1]12[CH2:8][CH2:7][C:4]([C:9]([C:17]3[CH:22]=[CH:21][CH:20]=[CH:19][CH:18]=3)([C:11]3[CH:16]=[CH:15][CH:14]=[CH:13][CH:12]=3)[OH:10])([CH2:5][CH2:6]1)[CH2:3][CH2:2]2.[Br:23][CH2:24][CH2:25][CH2:26][O:27][C:28]1[CH:33]=[CH:32][C:31]([C:34]2[CH:39]=[CH:38][CH:37]=[CH:36][CH:35]=2)=[CH:30][CH:29]=1. The catalyst is CC#N. The product is [Br-:23].[C:31]1([C:34]2[CH:35]=[CH:36][CH:37]=[CH:38][CH:39]=2)[CH:30]=[CH:29][C:28]([O:27][CH2:26][CH2:25][CH2:24][N+:1]23[CH2:6][CH2:5][C:4]([C:9]([OH:10])([C:17]4[CH:22]=[CH:21][CH:20]=[CH:19][CH:18]=4)[C:11]4[CH:12]=[CH:13][CH:14]=[CH:15][CH:16]=4)([CH2:3][CH2:2]2)[CH2:7][CH2:8]3)=[CH:33][CH:32]=1. The yield is 0.752.